The task is: Predict the product of the given reaction.. This data is from Forward reaction prediction with 1.9M reactions from USPTO patents (1976-2016). Given the reactants CC(OI1(O[C:20]([CH3:22])=[O:21])(OC(C)=O)OC(=O)C2C=CC=CC1=2)=O.C1(CS(C[C@H]([NH-])[C:32](=[O:42])[NH:33][CH:34]2[CH:39](O)CCCC2O)(=O)=O)CC1.[O-:44]S([O-])(=S)=O.[Na+].[Na+], predict the reaction product. The product is: [N:33]1([C:32]([OH:42])=[O:44])[CH2:22][CH2:20][O:21][CH2:39][CH2:34]1.